The task is: Predict the product of the given reaction.. This data is from Forward reaction prediction with 1.9M reactions from USPTO patents (1976-2016). (1) Given the reactants [CH3:1][C@@H:2]1[CH2:7][NH:6][CH2:5][CH2:4][NH:3]1.[CH3:8][C:9]([O:12][C:13](ON=C(C1C=CC=CC=1)C#N)=[O:14])([CH3:11])[CH3:10], predict the reaction product. The product is: [CH3:1][C@H:2]1[NH:3][CH2:4][CH2:5][N:6]([C:13]([O:12][C:9]([CH3:11])([CH3:10])[CH3:8])=[O:14])[CH2:7]1. (2) Given the reactants [Br:1][C:2]1[CH:3]=[C:4]2[C:9](=[CH:10][CH:11]=1)[N:8]=[C:7](Cl)[C:6]([CH2:13][C:14]1[CH:15]=[N:16][C:17]([C:20]([F:23])([F:22])[F:21])=[CH:18][CH:19]=1)=[C:5]2[Cl:24].C[O-].[Na+].[C:28](=O)(O)[O-:29].[Na+], predict the reaction product. The product is: [Br:1][C:2]1[CH:3]=[C:4]2[C:9](=[CH:10][CH:11]=1)[N:8]=[C:7]([O:29][CH3:28])[C:6]([CH2:13][C:14]1[CH:15]=[N:16][C:17]([C:20]([F:23])([F:22])[F:21])=[CH:18][CH:19]=1)=[C:5]2[Cl:24]. (3) Given the reactants Br[C:2]1[CH:7]=[CH:6][CH:5]=[C:4]([F:8])[C:3]=1[F:9].C([Li])CCCCC.[Cl:17][CH2:18][C:19]([CH2:21][Cl:22])=[O:20].Cl, predict the reaction product. The product is: [Cl:17][CH2:18][C:19]([C:2]1[CH:7]=[CH:6][CH:5]=[C:4]([F:8])[C:3]=1[F:9])([OH:20])[CH2:21][Cl:22]. (4) Given the reactants [CH2:1]([O:3][C:4](=[O:12])[C:5]1[CH:10]=[CH:9][CH:8]=[N:7][C:6]=1Cl)[CH3:2].[F:13][C:14]([F:18])([F:17])[CH2:15][NH2:16], predict the reaction product. The product is: [CH2:1]([O:3][C:4](=[O:12])[C:5]1[CH:10]=[CH:9][CH:8]=[N:7][C:6]=1[NH:16][CH2:15][C:14]([F:18])([F:17])[F:13])[CH3:2]. (5) Given the reactants [F:1][C:2]1[CH:7]=[C:6]([I:8])[CH:5]=[CH:4][C:3]=1[CH3:9].[Br:10]N1C(=O)CCC1=O, predict the reaction product. The product is: [Br:10][CH2:9][C:3]1[CH:4]=[CH:5][C:6]([I:8])=[CH:7][C:2]=1[F:1].[F:1][C:2]1[CH:7]=[C:6]([I:8])[CH:5]=[CH:4][C:3]=1[CH3:9]. (6) The product is: [CH2:10]([S:12][C:13]1[CH:18]=[C:17]([C:2]2[CH:8]=[CH:7][C:5]([NH2:6])=[CH:4][C:3]=2[F:9])[CH:16]=[CH:15][CH:14]=1)[CH3:11]. Given the reactants Br[C:2]1[CH:8]=[CH:7][C:5]([NH2:6])=[CH:4][C:3]=1[F:9].[CH2:10]([S:12][C:13]1[CH:14]=[C:15](B(O)O)[CH:16]=[CH:17][CH:18]=1)[CH3:11], predict the reaction product. (7) Given the reactants C(OC(=O)[NH:7][C:8]1[C:9]([CH3:24])=[N:10][C:11]([C:14]2[CH:19]=[CH:18][C:17]([C:20]([F:23])([F:22])[F:21])=[CH:16][CH:15]=2)=[CH:12][CH:13]=1)(C)(C)C.FC(F)(F)C(O)=O, predict the reaction product. The product is: [CH3:24][C:9]1[C:8]([NH2:7])=[CH:13][CH:12]=[C:11]([C:14]2[CH:19]=[CH:18][C:17]([C:20]([F:22])([F:21])[F:23])=[CH:16][CH:15]=2)[N:10]=1.